This data is from Full USPTO retrosynthesis dataset with 1.9M reactions from patents (1976-2016). The task is: Predict the reactants needed to synthesize the given product. (1) Given the product [CH3:12][CH2:13][N:14]([CH:17]([CH3:21])[CH3:18])[CH:15]([CH3:16])[CH3:1], predict the reactants needed to synthesize it. The reactants are: [CH3:1]O.C(Cl)Cl.[2H]C(Cl)(Cl)Cl.N1[CH2:16][CH2:15][NH:14][CH2:13][CH2:12]1.[CH2:17]1[CH2:21]OC[CH2:18]1. (2) Given the product [C:15]([O:19][C:20]([N:22]1[CH2:26][CH2:25][CH2:24][C@H:23]1[CH2:27][N:29]1[CH2:33][CH2:32][CH2:31][CH2:30]1)=[O:21])([CH3:18])([CH3:17])[CH3:16], predict the reactants needed to synthesize it. The reactants are: C(O[BH-](OC(=O)C)OC(=O)C)(=O)C.[Na+].[C:15]([O:19][C:20]([N:22]1[CH2:26][CH2:25][CH2:24][C@H:23]1[CH:27]=O)=[O:21])([CH3:18])([CH3:17])[CH3:16].[NH:29]1[CH2:33][CH2:32][CH2:31][CH2:30]1.C(O)(=O)C.